This data is from Full USPTO retrosynthesis dataset with 1.9M reactions from patents (1976-2016). The task is: Predict the reactants needed to synthesize the given product. (1) Given the product [CH3:9][O:8][C:6](=[O:7])[C:3]([CH3:4])=[CH2:2].[C:6]([OH:8])(=[O:7])[C:3]([CH3:4])=[CH2:2], predict the reactants needed to synthesize it. The reactants are: C[CH2:2][C:3]([C:6]([O:8][CH3:9])=[O:7])(C)[CH3:4].C1COCC1.[OH-].[Na+]. (2) The reactants are: [CH:1](NC(C)C)([CH3:3])[CH3:2].[Li].[N:9]1[CH:14]=[CH:13][CH:12]=[CH:11][C:10]=1[CH2:15][CH2:16][N:17]1[CH2:21][CH2:20][CH2:19][C:18]1=[O:22].C(Br)CC.C(O)(=O)C. Given the product [CH2:2]([CH:19]1[CH2:20][CH2:21][N:17]([CH2:16][CH2:15][C:10]2[CH:11]=[CH:12][CH:13]=[CH:14][N:9]=2)[C:18]1=[O:22])[CH2:1][CH3:3], predict the reactants needed to synthesize it.